Dataset: Experimentally validated miRNA-target interactions with 360,000+ pairs, plus equal number of negative samples. Task: Binary Classification. Given a miRNA mature sequence and a target amino acid sequence, predict their likelihood of interaction. (1) The protein sequence of the target gene is MAAPEAEVLSSAAVPDLEWYEKSEETHASQIELLETSSTQEPLNASEAFCPRDCMVPVVFPGPVSQEGCCQFTCELLKHIMYQRQQLPLPYEQLKHFYRKPSPQAEEMLKKKPRATTEVSSRKCQQALAELESVLSHLEDFFARTLVPRVLILLGGNALSPKEFYELDLSLLAPYSVDQSLSTAACLRRLFRAIFMADAFSELQAPPLMGTVVMAQGHRNCGEDWFRPKLNYRVPSRGHKLTVTLSCGRPSIRTTAWEDYIWFQAPVTFKGFRE. The miRNA is hsa-miR-5010-3p with sequence UUUUGUGUCUCCCAUUCCCCAG. Result: 0 (no interaction). (2) The miRNA is hsa-miR-6847-3p with sequence GGCUCAUGUGUCUGUCCUCUUC. The protein sequence of the target gene is MGLQKSHLTVCLPPSVPFLILVSTLATAKSVTNSTLNGTDVVLGSVPVIIARTDHIIVKEGSSALINCSAYGFPDLEFKWYNSVGKLLKEMDDEKEKGGGKWQMLDGGLLNITKVSFSDRGKYTCVASNIYGTINNTVTLRVIFTSGDMGVYYMVVCLVAFTIVMILNITRLCMMSSHLKKTEKAINEFFRTEGAEKLQKAFEIAKRIPIITSAKTLELAKVTQFKTMEFARYIEELARSVPLPPLIMNCRTIMEEIMEVVGLEEQGQNFVRHTPEGQEAPDRDEVYTIPNSLKRSESPT.... Result: 0 (no interaction). (3) Result: 0 (no interaction). The miRNA is hsa-miR-6129 with sequence UGAGGGAGUUGGGUGUAUA. The protein sequence of the target gene is MSSQQYQQQRRKFAAAFLALIFILAAVDTAEAGKKEKPEKKVKKSDCGEWQWSVCVPTSGDCGLGTREGTRTGAECKQTMKTQRCKIPCNWKKQFGAECKYQFQAWGECDLNTALKTRTGSLKRALHNADCQKTVTISKPCGKLTKPKPQAESKKKKKEGKKQEKMLD. (4) The miRNA is hsa-miR-6767-5p with sequence UCGCAGACAGGGACACAUGGAGA. The protein sequence of the target gene is MNHLPEDMENALTGSQSSHASLRNIHSINPTQLMARIESYEGREKKGISDVRRTFCLFVTFDLLFVTLLWIIELNVNGGIENTLEKEVMQYDYYSSYFDIFLLAVFRFKVLILAYAVCRLRHWWAIALTTAVTSAFLLAKVILSKLFSQGAFGYVLPIISFILAWIETWFLDFKVLPQEAEEENRLLIVQDASERAALIPGGLSDGQFYSPPESEAGSEEAEEKQDSEKPLLEL. Result: 0 (no interaction). (5) The miRNA is hsa-miR-3529-5p with sequence AGGUAGACUGGGAUUUGUUGUU. The protein sequence of the target gene is MFISLWEFFYGHFFRFWMKWLLRQMTGKCELQRIFDTYVGAQRTHRIENSLTYSKNKVLQKATHVVQSEVDKYVDDIMKEKNINPEKDASFKICMKMCLLQITGYKQLYLDVESVRKRPYDSDNLQHEELLMKLWNLLMPTKKLNARISKQWAEIGFQGDDPKTDFRGMGILGLINLVYFSENYTSEAHQILSRSNHPKLGYSYAIVGINLTEMAYSLLKSEALKFHLYNLVPGIPTMEHFHQFYCYLVYEFDKFWFEEEPESIMYFNLYREKFHEKIKGLLLDCNVALTLKV. Result: 1 (interaction). (6) The protein sequence of the target gene is MARELSESTALDAQSTEDQMELLVIKVEEEEAGFPSSPDLGSEGSRERFRGFRYPEAAGPREALSRLRELCRQWLQPEMHSKEQILELLVLEQFLTILPGNLQSWVREQHPESGEEVVVLLEYLERQLDEPAPQVSGVDQGQELLCCKMALLTPAPGSQSSQFQLMKALLKHESVGSQPLQDRVLQVPVLAHGGCCREDKVVASRLTPESQGLLKVEDVALTLTPEWTQQDSSQGNLCRDEKQENHGSLVSLGDEKQTKSRDLPPAEELPEKEHGKISCHLREDIAQIPTCAEAGEQEGR.... Result: 1 (interaction). The miRNA is hsa-miR-887-5p with sequence CUUGGGAGCCCUGUUAGACUC. (7) The miRNA is hsa-miR-124-3p with sequence UAAGGCACGCGGUGAAUGCCAA. The protein sequence of the target gene is MALLRGVFVVAAKRTPFGAYGGLLKDFTATDLSEFAAKAALSAGKVSPETVDSVIMGNVLQSSSDAIYLARHVGLRVGIPKETPALTINRLCGSGFQSIVNGCQEICVKEAEVVLCGGTESMSQAPYCVRNVRFGTKLGSDIKLEDSLWVSLTDQHVQLPMAMTAENLAVKHKISREECDKYALQSQQRWKAANDAGYFNDEMAPIEVKTKKGKQTMQVDEHARPQTTLEQLQKLPPVFKKDGTVTAGNASGVADGAGAVIIASEDAVKKHNFTPLARIVGYFVSGCDPSIMGIGPVPAI.... Result: 1 (interaction).